From a dataset of Forward reaction prediction with 1.9M reactions from USPTO patents (1976-2016). Predict the product of the given reaction. (1) Given the reactants Cl[C:2]1[N:7]=[C:6]([NH:8][C:9]2[CH:14]=[CH:13][C:12]([C:15]#[N:16])=[CH:11][CH:10]=2)[N:5]=[C:4]([O:17][C:18]2[C:25]([CH3:26])=[CH:24][C:21]([C:22]#[N:23])=[CH:20][C:19]=2[CH3:27])[CH:3]=1.O1CCOCC1.O.[NH3:35], predict the reaction product. The product is: [NH2:35][C:2]1[N:7]=[C:6]([NH:8][C:9]2[CH:14]=[CH:13][C:12]([C:15]#[N:16])=[CH:11][CH:10]=2)[N:5]=[C:4]([O:17][C:18]2[C:25]([CH3:26])=[CH:24][C:21]([C:22]#[N:23])=[CH:20][C:19]=2[CH3:27])[CH:3]=1. (2) The product is: [NH2:1][C@@H:2]1[CH2:3][CH2:4][C@@:5]([C:9]([N:11]2[CH2:16][C@@H:15]3[CH2:17][C@H:12]2[CH2:13][N:14]3[C:18]([O:20][C:21]([CH3:22])([CH3:24])[CH3:23])=[O:19])=[O:10])([CH2:7][CH3:8])[CH2:6]1. Given the reactants [NH2:1][C@H:2]1[CH2:6][C@:5]([C:9]([N:11]2[CH2:16][C@@H:15]3[CH2:17][C@H:12]2[CH2:13][N:14]3[C:18]([O:20][C:21]([CH3:24])([CH3:23])[CH3:22])=[O:19])=[O:10])([CH2:7][CH3:8])[CH:4]=[CH:3]1.[H][H], predict the reaction product. (3) The product is: [CH3:47][C:48]1[CH:55]=[CH:54][C:51]([CH2:52][NH:53][C:16]([C:13]2([CH3:19])[CH2:14][CH2:15][N:12]2[C:10](=[O:11])[CH2:9][C:3]2[CH:4]=[CH:5][C:6]([Cl:8])=[CH:7][C:2]=2[Cl:1])=[O:18])=[CH:50][CH:49]=1. Given the reactants [Cl:1][C:2]1[CH:7]=[C:6]([Cl:8])[CH:5]=[CH:4][C:3]=1[CH2:9][C:10]([N:12]1[CH2:15][CH2:14][C:13]1([CH3:19])[C:16]([OH:18])=O)=[O:11].C1COCC1.CN(C(ON1N=NC2C=CC=CC1=2)=[N+](C)C)C.[B-](F)(F)(F)F.[CH3:47][C:48]1[CH:55]=[CH:54][C:51]([CH2:52][NH2:53])=[CH:50][CH:49]=1, predict the reaction product. (4) Given the reactants [CH3:1][O:2][C:3]1[CH:4]=[C:5]([CH:14]=[CH:15][C:16]=1[O:17][CH3:18])[CH2:6][NH:7][CH2:8][CH:9](OC)OC.CO/N=[CH:22]/[C:23]1[CH:31]=[CH:30][C:26]2[O:27][CH2:28][O:29][C:25]=2[C:24]=1[CH2:32][N:33]1[CH:37]=[CH:36][N:35]=[CH:34]1.Cl.[NH4+].[OH-], predict the reaction product. The product is: [CH3:18][O:17][C:16]1[CH:15]=[C:14]2[C:5](=[CH:4][C:3]=1[O:2][CH3:1])[CH:6]=[N:7][C:8]1[C:31]3[CH:30]=[C:26]4[O:27][CH2:28][O:29][C:25]4=[C:24]([CH2:32][N:33]4[CH:37]=[CH:36][N:35]=[CH:34]4)[C:23]=3[CH2:22][C:9]2=1. (5) Given the reactants C(=O)([O-])[O-].[K+].[K+].Cl.[CH3:8][CH:9]1[NH:14][CH2:13][CH:12]([C:15]([O:17][CH3:18])=[O:16])[CH2:11][CH2:10]1, predict the reaction product. The product is: [CH3:8][CH:9]1[NH:14][CH2:13][CH:12]([C:15]([O:17][CH3:18])=[O:16])[CH2:11][CH2:10]1. (6) Given the reactants [CH2:1]1[CH:5]2[CH2:6][C:7](=[O:8])[CH:3]([CH2:4]2)[CH2:2]1.[Cl:9][C:10]1[CH:17]=[CH:16][CH:15]=[C:14]([CH2:18][CH3:19])[C:11]=1[CH:12]=O.[OH-].[K+].Cl, predict the reaction product. The product is: [Cl:9][C:10]1[CH:17]=[CH:16][CH:15]=[C:14]([CH2:18][CH3:19])[C:11]=1[CH:12]=[C:6]1[CH:5]2[CH2:4][CH:3]([CH2:2][CH2:1]2)[C:7]1=[O:8].